From a dataset of Full USPTO retrosynthesis dataset with 1.9M reactions from patents (1976-2016). Predict the reactants needed to synthesize the given product. (1) Given the product [CH2:1]([O:3][C:4]([C:5]1[C:10]([CH3:11])=[CH:9][C:8]([C:23]2[CH:24]=[N:25][CH:26]=[C:27]([C:29]([F:32])([F:31])[F:30])[CH:28]=2)=[N:7][C:6]=1[CH3:13])=[O:14])[CH3:2], predict the reactants needed to synthesize it. The reactants are: [CH2:1]([O:3][C:4](=[O:14])[C:5]1[C:10]([CH3:11])=[CH:9][C:8](Cl)=[N:7][C:6]=1[CH3:13])[CH3:2].CC1(C)C(C)(C)OB([C:23]2[CH:24]=[N:25][CH:26]=[C:27]([C:29]([F:32])([F:31])[F:30])[CH:28]=2)O1. (2) Given the product [CH3:1][C:2]1[N:3]=[C:4]([CH2:10][CH2:11][C:12]2[C:13]([C:18]3[CH:23]=[CH:22][CH:21]=[CH:20][N:19]=3)=[N:14][O:15][C:16]=2[CH3:17])[S:5][C:6]=1[C:7]([NH2:26])=[O:8], predict the reactants needed to synthesize it. The reactants are: [CH3:1][C:2]1[N:3]=[C:4]([CH2:10][CH2:11][C:12]2[C:13]([C:18]3[CH:23]=[CH:22][CH:21]=[CH:20][N:19]=3)=[N:14][O:15][C:16]=2[CH3:17])[S:5][C:6]=1[C:7](O)=[O:8].C(N1C=CN=C1)([N:26]1C=CN=C1)=O.[OH-].[NH4+]. (3) Given the product [Cl:8][C:6]1[C:5]([C:9]([F:12])([F:11])[F:10])=[CH:4][N:3]=[C:2]([NH:22][C:23]2[CH:24]=[CH:25][C:26]([C:27]([N:29]3[CH2:30][CH2:31][N:32]([C:35]([O:37][C:38]([CH3:39])([CH3:41])[CH3:40])=[O:36])[CH2:33][CH2:34]3)=[O:28])=[CH:42][CH:43]=2)[N:7]=1, predict the reactants needed to synthesize it. The reactants are: Cl[C:2]1[N:7]=[C:6]([Cl:8])[C:5]([C:9]([F:12])([F:11])[F:10])=[CH:4][N:3]=1.ClCCCl.CC(O)(C)C.[NH2:22][C:23]1[CH:43]=[CH:42][C:26]([C:27]([N:29]2[CH2:34][CH2:33][N:32]([C:35]([O:37][C:38]([CH3:41])([CH3:40])[CH3:39])=[O:36])[CH2:31][CH2:30]2)=[O:28])=[CH:25][CH:24]=1.CCN(CC)CC. (4) Given the product [CH2:26]([C:19]1[CH:20]=[CH:21][CH:22]=[C:23]([CH2:24][CH3:25])[C:18]=1[C:13]1[N:12]=[C:11]([CH3:28])[C:10]([CH2:9][OH:8])=[C:15]([O:16][CH3:17])[CH:14]=1)[CH3:27], predict the reactants needed to synthesize it. The reactants are: [H-].[H-].[H-].[H-].[Li+].[Al+3].C[O:8][C:9](=O)[C:10]1[C:15]([O:16][CH3:17])=[CH:14][C:13]([C:18]2[C:23]([CH2:24][CH3:25])=[CH:22][CH:21]=[CH:20][C:19]=2[CH2:26][CH3:27])=[N:12][C:11]=1[CH3:28]. (5) Given the product [CH2:54]([C:39]1[CH:40]=[C:41]([O:45][CH2:46][O:47][CH2:48][CH2:49][Si:50]([CH3:53])([CH3:52])[CH3:51])[C:42]([F:44])=[CH:43][C:38]=1[C:22]1[N:21]=[C:20]([NH:19][CH2:18][C:13]2[CH:14]=[CH:15][CH:16]=[CH:17][C:12]=2[CH2:11][NH:10][C:9](=[O:56])[O:8][CH2:1][C:2]2[CH:7]=[CH:6][CH:5]=[CH:4][CH:3]=2)[C:25]2[C:26]([C:62](=[O:73])[NH:61][CH3:60])=[N:27][N:28]([CH2:29][O:30][CH2:31][CH2:32][Si:33]([CH3:36])([CH3:35])[CH3:34])[C:24]=2[CH:23]=1)[CH3:55], predict the reactants needed to synthesize it. The reactants are: [CH2:1]([O:8][C:9](=[O:56])[NH:10][CH2:11][C:12]1[CH:17]=[CH:16][CH:15]=[CH:14][C:13]=1[CH2:18][NH:19][C:20]1[C:25]2[C:26](I)=[N:27][N:28]([CH2:29][O:30][CH2:31][CH2:32][Si:33]([CH3:36])([CH3:35])[CH3:34])[C:24]=2[CH:23]=[C:22]([C:38]2[CH:43]=[C:42]([F:44])[C:41]([O:45][CH2:46][O:47][CH2:48][CH2:49][Si:50]([CH3:53])([CH3:52])[CH3:51])=[CH:40][C:39]=2[CH2:54][CH3:55])[N:21]=1)[C:2]1[CH:7]=[CH:6][CH:5]=[CH:4][CH:3]=1.C1CCN2[C:60](=[N:61][CH2:62]CC2)CC1.CN.C1C[O:73]CC1.